This data is from Retrosynthesis with 50K atom-mapped reactions and 10 reaction types from USPTO. The task is: Predict the reactants needed to synthesize the given product. (1) The reactants are: CN1CCC(OS(C)(=O)=O)C1.NC(=O)c1cc(F)ccc1O. Given the product CN1CCC(Oc2ccc(F)cc2C(N)=O)C1, predict the reactants needed to synthesize it. (2) Given the product O=C(CN1CCNCC1)Nc1nc(-c2ccco2)c(C(=O)C2CCOCC2)s1, predict the reactants needed to synthesize it. The reactants are: CC(C)(C)OC(=O)N1CCN(CC(=O)Nc2nc(-c3ccco3)c(C(=O)C3CCOCC3)s2)CC1.